This data is from Reaction yield outcomes from USPTO patents with 853,638 reactions. The task is: Predict the reaction yield, written as a fraction of the theoretical maximum amount of product (1.0 means a 100% yield; for example, 0.34 means a 34% yield). (1) The reactants are [CH2:1]([C:3]1[C:4]([NH:23][CH:24]([CH3:28])[CH2:25][CH2:26][OH:27])=[N:5][C:6]([CH2:21][CH3:22])=[C:7]([C:9]2[C:18]([O:19][CH3:20])=[CH:17][C:16]3[CH2:15][CH2:14][CH2:13][CH2:12][C:11]=3[CH:10]=2)[N:8]=1)[CH3:2].I[CH2:30]C.IC. No catalyst specified. The product is [CH2:1]([C:3]1[C:4]([NH:23][CH:24]([CH3:28])[CH2:25][CH2:26][O:27][CH3:30])=[N:5][C:6]([CH2:21][CH3:22])=[C:7]([C:9]2[C:18]([O:19][CH3:20])=[CH:17][C:16]3[CH2:15][CH2:14][CH2:13][CH2:12][C:11]=3[CH:10]=2)[N:8]=1)[CH3:2]. The yield is 0.870. (2) The reactants are [NH2:1][C:2]1[C:7]([C:8]([O:10][CH3:11])=[O:9])=[C:6](Cl)[CH:5]=[C:4](Cl)[N:3]=1.[CH3:14][O-:15].[Na+].[CH3:17][OH:18]. The catalyst is C(O)(=O)C. The product is [NH2:1][C:2]1[C:7]([C:8]([O:10][CH3:11])=[O:9])=[C:6]([O:15][CH3:14])[CH:5]=[C:4]([O:18][CH3:17])[N:3]=1. The yield is 0.864. (3) The reactants are [F:1][C:2]1[CH:22]=[CH:21][CH:20]=[CH:19][C:3]=1[CH2:4][N:5]1[C:9]([C:10](O)=[O:11])=[CH:8][C:7]([C:13]2[N:18]=[CH:17][CH:16]=[CH:15][N:14]=2)=[N:6]1.C(Cl)(=O)C(Cl)=O.C[N:30](C=O)C.N.O1CCOCC1. The catalyst is C(Cl)(Cl)Cl. The product is [F:1][C:2]1[CH:22]=[CH:21][CH:20]=[CH:19][C:3]=1[CH2:4][N:5]1[C:9]([C:10]([NH2:30])=[O:11])=[CH:8][C:7]([C:13]2[N:18]=[CH:17][CH:16]=[CH:15][N:14]=2)=[N:6]1. The yield is 0.910.